Dataset: Forward reaction prediction with 1.9M reactions from USPTO patents (1976-2016). Task: Predict the product of the given reaction. Given the reactants C(O[C:9]1[C:14]([O:15][CH3:16])=[CH:13][CH:12]=[CH:11][C:10]=1[CH2:17][CH:18]([OH:28])[CH2:19][O:20][Si:21]([C:24]([CH3:27])([CH3:26])[CH3:25])([CH3:23])[CH3:22])C1C=CC=CC=1.CC1C=CC(S(OCC(O)CC2C=CC(OC)=CC=2O)(=O)=O)=CC=1.COC1C(O)=CC=CC=1.C1(O)C=CC=CC=1.C1(P(C2C=CC=CC=2)C2C=CC=CC=2)C=CC=CC=1.CCOC(/N=N/C(OCC)=O)=O.CC1C=CC(S(OCC2CC3C=CC(OC)=CC=3O2)(=O)=O)=CC=1, predict the reaction product. The product is: [C:24]([Si:21]([O:20][CH2:19][CH:18]1[CH2:17][C:10]2[CH:11]=[CH:12][CH:13]=[C:14]([O:15][CH3:16])[C:9]=2[O:28]1)([CH3:22])[CH3:23])([CH3:25])([CH3:26])[CH3:27].